Dataset: Reaction yield outcomes from USPTO patents with 853,638 reactions. Task: Predict the reaction yield, written as a fraction of the theoretical maximum amount of product (1.0 means a 100% yield; for example, 0.34 means a 34% yield). (1) The reactants are [NH2:1][C:2]1[N:3]=[C:4]([CH3:22])[C:5]2=[C:6]([CH2:8][C@H:9]([C:14]3[CH:19]=[CH:18][C:17]([F:20])=[CH:16][C:15]=3[Br:21])[NH:10]/[C:11]/2=[N:12]\[OH:13])[N:7]=1.C([O-])([O-])=O.[Cs+].[Cs+].I[CH2:30][CH2:31][C@H:32]1[CH2:36][O:35][C:34]([CH3:38])([CH3:37])[O:33]1. The catalyst is CN(C=O)C. The product is [CH3:37][C:34]1([CH3:38])[O:33][C@@H:32]([CH2:31][CH2:30][O:13]/[N:12]=[C:11]2\[NH:10][C@@H:9]([C:14]3[CH:19]=[CH:18][C:17]([F:20])=[CH:16][C:15]=3[Br:21])[CH2:8][C:6]3[N:7]=[C:2]([NH2:1])[N:3]=[C:4]([CH3:22])[C:5]\2=3)[CH2:36][O:35]1. The yield is 0.630. (2) The reactants are CC(OC([NH:8][C@@H:9]([CH2:14][CH2:15][C:16](=O)[C:17]1[CH:22]=[CH:21][C:20]([O:23][CH2:24][C:25]2[CH:30]=[CH:29][CH:28]=[CH:27][CH:26]=2)=[CH:19][CH:18]=1)[C:10]([O:12][CH3:13])=[O:11])=O)(C)C.FC(F)(F)C(O)=O. The catalyst is C(Cl)Cl. The product is [C:25]1([CH2:24][O:23][C:20]2[CH:21]=[CH:22][C:17]([C:16]3[CH2:15][CH2:14][C@@H:9]([C:10]([O:12][CH3:13])=[O:11])[N:8]=3)=[CH:18][CH:19]=2)[CH:30]=[CH:29][CH:28]=[CH:27][CH:26]=1. The yield is 0.910. (3) The reactants are [NH2:1][C:2]1[C:3](=[O:14])[N:4]([CH2:10][CH2:11][CH2:12][CH3:13])[C:5]([CH3:9])=[C:6]([CH3:8])[CH:7]=1.[F:15][C:16]1[CH:24]=[CH:23][C:19]([C:20](Cl)=[O:21])=[CH:18][CH:17]=1. The catalyst is N1C=CC=CC=1.O1CCCC1.C(OCC)(=O)C. The product is [CH2:10]([N:4]1[C:5]([CH3:9])=[C:6]([CH3:8])[CH:7]=[C:2]([NH:1][C:20](=[O:21])[C:19]2[CH:23]=[CH:24][C:16]([F:15])=[CH:17][CH:18]=2)[C:3]1=[O:14])[CH2:11][CH2:12][CH3:13]. The yield is 0.542. (4) The reactants are Br[C:2]1[CH:24]=[CH:23][C:5]2[O:6][CH2:7][CH:8]([C:17]3[CH:22]=[CH:21][CH:20]=[CH:19][CH:18]=3)[CH2:9][C:10]3([O:14][N:13]([CH3:15])[C:12]([NH2:16])=[N:11]3)[C:4]=2[CH:3]=1.[C:25]([C:27]1[CH:28]=[C:29](B(O)O)[CH:30]=[CH:31][CH:32]=1)#[N:26]. The catalyst is O1CCOCC1.C([O-])([O-])=O.[Cs+].[Cs+].Cl[Pd](Cl)([P](C1C=CC=CC=1)(C1C=CC=CC=1)C1C=CC=CC=1)[P](C1C=CC=CC=1)(C1C=CC=CC=1)C1C=CC=CC=1. The product is [NH2:16][C:12]1[N:13]([CH3:15])[O:14][C:10]2([CH2:9][CH:8]([C:17]3[CH:22]=[CH:21][CH:20]=[CH:19][CH:18]=3)[CH2:7][O:6][C:5]3[CH:23]=[CH:24][C:2]([C:31]4[CH:32]=[C:27]([CH:28]=[CH:29][CH:30]=4)[C:25]#[N:26])=[CH:3][C:4]2=3)[N:11]=1. The yield is 0.240. (5) The reactants are [N:1]1([CH2:6][CH2:7][O:8][C:9]2[CH:14]=[CH:13][C:12]([NH2:15])=[CH:11][CH:10]=2)[CH2:5][CH2:4][CH2:3][CH2:2]1.[F:16][C:17]1[CH:18]=[C:19]2[C:23](=[CH:24][CH:25]=1)[NH:22][C:21](=[O:26])[C:20]2=[CH:27]O. No catalyst specified. The product is [F:16][C:17]1[CH:18]=[C:19]2[C:23](=[CH:24][CH:25]=1)[NH:22][C:21](=[O:26])[C:20]2=[CH:27][NH:15][C:12]1[CH:11]=[CH:10][C:9]([O:8][CH2:7][CH2:6][N:1]2[CH2:5][CH2:4][CH2:3][CH2:2]2)=[CH:14][CH:13]=1. The yield is 0.690.